Dataset: Full USPTO retrosynthesis dataset with 1.9M reactions from patents (1976-2016). Task: Predict the reactants needed to synthesize the given product. Given the product [CH3:13][C:14]1[CH:19]=[C:18]([C:2]2[N:7]=[C:6]([C:8]([O:10][CH3:11])=[O:9])[C:5]([C:35]3[CH:40]=[N:39][CH:38]=[CH:37][N:36]=3)=[N:4][CH:3]=2)[CH:17]=[N:16][CH:15]=1, predict the reactants needed to synthesize it. The reactants are: Br[C:2]1[N:7]=[C:6]([C:8]([O:10][CH3:11])=[O:9])[C:5](Cl)=[N:4][CH:3]=1.[CH3:13][C:14]1[CH:15]=[N:16][CH:17]=[C:18](B(O)O)[CH:19]=1.C([O-])([O-])=O.[Cs+].[Cs+].O.C([Sn](CCCC)(CCCC)[C:35]1[CH:40]=[N:39][CH:38]=[CH:37][N:36]=1)CCC.